Dataset: Catalyst prediction with 721,799 reactions and 888 catalyst types from USPTO. Task: Predict which catalyst facilitates the given reaction. (1) Reactant: [CH2:1]([O:8][C:9]1[CH:10]=[C:11]([S:15]([NH:18][C:19]([C@@:21]2([NH:26][C:27]([C@@H:29]3[CH2:33][C@H:32]([O:34][C:35]4[C:44]5[C:39](=[CH:40][C:41]([O:45][CH3:46])=[CH:42][CH:43]=5)[N:38]=[C:37]([C:47]5[CH:52]=[CH:51][CH:50]=[CH:49][CH:48]=5)[CH:36]=4)[CH2:31][C@@H:30]3[NH2:53])=[O:28])[CH2:23][C@H:22]2[CH:24]=[CH2:25])=[O:20])(=[O:17])=[O:16])[CH:12]=[CH:13][CH:14]=1)[C:2]1[CH:7]=[CH:6][CH:5]=[CH:4][CH:3]=1.[CH3:54][C:55](O)=[O:56].CCN(C(C)C)C(C)C.CN(C(ON1N=NC2C=CC=CC1=2)=[N+](C)C)C.[B-](F)(F)(F)F. Product: [CH2:1]([O:8][C:9]1[CH:10]=[C:11]([S:15]([NH:18][C:19]([C@@:21]2([NH:26][C:27]([C@@H:29]3[CH2:33][C@H:32]([O:34][C:35]4[C:44]5[C:39](=[CH:40][C:41]([O:45][CH3:46])=[CH:42][CH:43]=5)[N:38]=[C:37]([C:47]5[CH:52]=[CH:51][CH:50]=[CH:49][CH:48]=5)[CH:36]=4)[CH2:31][C@@H:30]3[NH:53][C:55](=[O:56])[CH3:54])=[O:28])[CH2:23][C@H:22]2[CH:24]=[CH2:25])=[O:20])(=[O:17])=[O:16])[CH:12]=[CH:13][CH:14]=1)[C:2]1[CH:3]=[CH:4][CH:5]=[CH:6][CH:7]=1. The catalyst class is: 861. (2) The catalyst class is: 4. Reactant: [F:1][C:2]1[CH:3]=[CH:4][C:5](=[N:18]S(C2C=CC(C)=CC=2)(=O)=O)[N:6]([CH:8]([C:12]2[CH:17]=[CH:16][CH:15]=[CH:14][CH:13]=2)[C:9]([NH2:11])=O)[CH:7]=1.[F:29][C:30]([F:41])([F:40])[C:31](O[C:31](=[O:32])[C:30]([F:41])([F:40])[F:29])=[O:32]. Product: [F:29][C:30]([F:41])([F:40])[C:31]([NH:11][C:9]1[N:18]=[C:5]2[CH:4]=[CH:3][C:2]([F:1])=[CH:7][N:6]2[C:8]=1[C:12]1[CH:13]=[CH:14][CH:15]=[CH:16][CH:17]=1)=[O:32]. (3) Reactant: [H-].[Na+].[N+:3]([C:6]1[CH:14]=[CH:13][CH:12]=[C:11]2[C:7]=1[CH:8]=[CH:9][NH:10]2)([O-:5])=[O:4].C(OC([N:22]1[C:30]2[C:25](=[CH:26][CH:27]=[CH:28][N:29]=2)[C:24]([CH2:31]Cl)=[CH:23]1)=O)(C)(C)C. The catalyst class is: 1. Product: [N+:3]([C:6]1[CH:14]=[CH:13][CH:12]=[C:11]2[C:7]=1[CH:8]=[CH:9][N:10]2[CH2:31][C:24]1[C:25]2[C:30](=[N:29][CH:28]=[CH:27][CH:26]=2)[NH:22][CH:23]=1)([O-:5])=[O:4]. (4) Reactant: [CH2:1]([O:3][C:4]1[CH:5]=[C:6]([CH:12]([C:14]2[CH:19]=[CH:18][CH:17]=[C:16]([O:20][CH3:21])[CH:15]=2)[OH:13])[CH:7]=[CH:8][C:9]=1[O:10][CH3:11])[CH3:2]. Product: [CH2:1]([O:3][C:4]1[CH:5]=[C:6]([C:12]([C:14]2[CH:19]=[CH:18][CH:17]=[C:16]([O:20][CH3:21])[CH:15]=2)=[O:13])[CH:7]=[CH:8][C:9]=1[O:10][CH3:11])[CH3:2]. The catalyst class is: 177. (5) Reactant: [C:1]([C:4]1[C:22](=[O:23])[C@@:8]2([CH3:24])[C:9]3[C:15]([OH:16])=[CH:14][C:13]([O:17][CH3:18])=[C:12]([C:19]([NH2:21])=[O:20])[C:10]=3[O:11][C:7]2=[CH:6][C:5]=1[OH:25])(=[O:3])[CH3:2].[F:26][C:27]1[C:36]2[C:31](=[CH:32][CH:33]=[CH:34][CH:35]=2)[C:30]([CH:37]=O)=[CH:29][CH:28]=1.C([SiH](CC)CC)C.FC(F)(F)C(O)=O. The catalyst class is: 11. Product: [C:1]([C:4]1[C:22](=[O:23])[C@@:8]2([CH3:24])[C:9]3[C:15]([OH:16])=[CH:14][C:13]([O:17][CH3:18])=[C:12]([C:19]([NH:21][CH2:37][C:30]4[C:31]5[C:36](=[CH:35][CH:34]=[CH:33][CH:32]=5)[C:27]([F:26])=[CH:28][CH:29]=4)=[O:20])[C:10]=3[O:11][C:7]2=[CH:6][C:5]=1[OH:25])(=[O:3])[CH3:2]. (6) Reactant: Cl.[CH3:2][NH:3][CH2:4][CH2:5][CH2:6][C:7]([OH:9])=[O:8].[CH3:22][C:21]([O:20][C:18](O[C:18]([O:20][C:21]([CH3:24])([CH3:23])[CH3:22])=[O:19])=[O:19])([CH3:24])[CH3:23].CCN(CC)CC. Product: [CH3:24][C:21]([O:20][C:18]([N:3]([CH3:2])[CH2:4][CH2:5][CH2:6][C:7]([OH:9])=[O:8])=[O:19])([CH3:22])[CH3:23]. The catalyst class is: 1.